This data is from Full USPTO retrosynthesis dataset with 1.9M reactions from patents (1976-2016). The task is: Predict the reactants needed to synthesize the given product. (1) Given the product [C:12]([O:16][C:17](=[O:25])[NH:18][CH:19]1[CH2:24][CH2:23][N:22]([C:2]2[N:10]=[CH:9][N:8]=[C:7]3[C:3]=2[NH:4][C:5](=[O:11])[NH:6]3)[CH2:21][CH2:20]1)([CH3:15])([CH3:13])[CH3:14], predict the reactants needed to synthesize it. The reactants are: Cl[C:2]1[N:10]=[CH:9][N:8]=[C:7]2[C:3]=1[NH:4][C:5](=[O:11])[NH:6]2.[C:12]([O:16][C:17](=[O:25])[NH:18][CH:19]1[CH2:24][CH2:23][NH:22][CH2:21][CH2:20]1)([CH3:15])([CH3:14])[CH3:13]. (2) Given the product [Si:9]([O:16][CH2:17][CH2:18][N:19]([C:7]#[N:6])[C:20]1[CH:25]=[CH:24][C:23]([NH:26][C:27]([C:29]2[NH:33][CH:32]=[N:31][C:30]=2[C:34]([NH:36][C:20]2[CH:25]=[CH:24][C:45]([Cl:46])=[CH:22][CH:21]=2)=[O:35])=[O:28])=[CH:22][CH:21]=1)([C:12]([CH3:14])([CH3:13])[CH3:15])([CH3:11])[CH3:10], predict the reactants needed to synthesize it. The reactants are: C(=O)(O)[O-].[Na+].[N:6]#[C:7]Br.[Si:9]([O:16][CH2:17][CH2:18][NH:19][C:20]1[CH:25]=[CH:24][C:23]([NH:26][C:27]([CH:29]2[NH:33][CH:32]=[N:31][C:30]2(C2C=CC(Cl)=CC=2)[C:34]([NH2:36])=[O:35])=[O:28])=[CH:22][CH:21]=1)([C:12]([CH3:15])([CH3:14])[CH3:13])([CH3:11])[CH3:10].Cl[CH2:45][Cl:46].